This data is from Reaction yield outcomes from USPTO patents with 853,638 reactions. The task is: Predict the reaction yield, written as a fraction of the theoretical maximum amount of product (1.0 means a 100% yield; for example, 0.34 means a 34% yield). (1) The reactants are N1CCCCC1.BrC1SC(C=O)=CC=1.[N:15]1([C:21]2[S:25][C:24]([CH:26]=O)=[CH:23][CH:22]=2)[CH2:20][CH2:19][CH2:18][CH2:17][CH2:16]1.[CH3:28][O:29][C:30]1[CH:31]=[C:32]([CH:36]=[CH:37][C:38]=1[O:39][CH3:40])[CH2:33][C:34]#[N:35]. No catalyst specified. The product is [CH3:28][O:29][C:30]1[CH:31]=[C:32](/[C:33](=[CH:26]/[C:24]2[S:25][C:21]([N:15]3[CH2:16][CH2:17][CH2:18][CH2:19][CH2:20]3)=[CH:22][CH:23]=2)/[C:34]#[N:35])[CH:36]=[CH:37][C:38]=1[O:39][CH3:40]. The yield is 0.530. (2) The reactants are [C:1]([O:5][C:6]([NH:8][CH2:9][C:10]1[C:11]([C:25]2[CH:30]=[CH:29][C:28]([CH3:31])=[CH:27][CH:26]=2)=[C:12]([CH2:21][C:22](O)=[O:23])[C:13]([CH3:20])=[N:14][C:15]=1[CH2:16][CH:17]([CH3:19])[CH3:18])=[O:7])([CH3:4])([CH3:3])[CH3:2].Cl.[CH2:33]1[CH:38]2[CH2:39][NH:40][CH2:41][CH2:42][N:37]2[C:36](=[O:43])[CH2:35][O:34]1.F[P-](F)(F)(F)(F)F.N1(OC(N(C)C)=[N+](C)C)C2N=CC=CC=2N=N1.C(N(CC)CC)C. The catalyst is CN(C)C=O. The product is [CH2:16]([C:15]1[C:10]([CH2:9][NH:8][C:6](=[O:7])[O:5][C:1]([CH3:4])([CH3:2])[CH3:3])=[C:11]([C:25]2[CH:26]=[CH:27][C:28]([CH3:31])=[CH:29][CH:30]=2)[C:12]([CH2:21][C:22](=[O:23])[N:40]2[CH2:41][CH2:42][N:37]3[CH:38]([CH2:33][O:34][CH2:35][C:36]3=[O:43])[CH2:39]2)=[C:13]([CH3:20])[N:14]=1)[CH:17]([CH3:18])[CH3:19]. The yield is 0.740. (3) The reactants are O[CH2:2][C:3]1[CH:12]=[N:11][C:10]2[N:9]3[CH2:13][CH2:14][CH2:15][CH2:16][C@H:8]3[C:7](=[O:17])[NH:6][C:5]=2[CH:4]=1.[Cl:18][C:19]1[CH:20]=[C:21]([CH:28]=[CH:29][C:30]=1[N:31]1[CH2:36][CH2:35][NH:34][CH2:33][CH2:32]1)[C:22]([NH:24][CH:25]1[CH2:27][CH2:26]1)=[O:23].[I-].C(C[P+](C)(C)C)#N.C(N(CC)C(C)C)(C)C. The catalyst is C(#N)CC. The product is [Cl:18][C:19]1[CH:20]=[C:21]([CH:28]=[CH:29][C:30]=1[N:31]1[CH2:32][CH2:33][N:34]([CH2:2][C:3]2[CH:12]=[N:11][C:10]3[N:9]4[CH2:13][CH2:14][CH2:15][CH2:16][C@H:8]4[C:7](=[O:17])[NH:6][C:5]=3[CH:4]=2)[CH2:35][CH2:36]1)[C:22]([NH:24][CH:25]1[CH2:27][CH2:26]1)=[O:23]. The yield is 0.860. (4) The reactants are [CH:1]1([CH:7]([OH:42])[CH2:8][N:9]2[C:14](=[O:15])[C:13]([CH2:16][C:17]3[CH:22]=[CH:21][C:20]([C:23]4[CH:28]=[CH:27][CH:26]=[CH:25][C:24]=4[C:29]4[NH:33][C:32](=[O:34])[O:31][N:30]=4)=[CH:19][CH:18]=3)=[C:12]([CH2:35][CH2:36][CH3:37])[N:11]3[N:38]=[C:39]([CH3:41])[N:40]=[C:10]23)[CH2:6][CH2:5][CH2:4][CH2:3][CH2:2]1.CC(OI1(OC(C)=O)(OC(C)=O)OC(=O)C2C=CC=CC1=2)=O.C(=O)([O-])O.[Na+].O.O.O.O.O.S([O-])([O-])(=O)=S.[Na+].[Na+]. The catalyst is C(OCC)(=O)C.C(#N)C. The product is [CH:1]1([C:7](=[O:42])[CH2:8][N:9]2[C:14](=[O:15])[C:13]([CH2:16][C:17]3[CH:18]=[CH:19][C:20]([C:23]4[CH:28]=[CH:27][CH:26]=[CH:25][C:24]=4[C:29]4[NH:33][C:32](=[O:34])[O:31][N:30]=4)=[CH:21][CH:22]=3)=[C:12]([CH2:35][CH2:36][CH3:37])[N:11]3[N:38]=[C:39]([CH3:41])[N:40]=[C:10]23)[CH2:6][CH2:5][CH2:4][CH2:3][CH2:2]1. The yield is 0.870. (5) The reactants are [C:1]1(B(O)O)[CH:6]=[CH:5][CH:4]=[CH:3][CH:2]=1.[NH:10]1[CH2:16][CH2:15][CH2:14][CH2:13][CH2:12][CH2:11]1.O.O=[CH:19][C:20]([OH:22])=[O:21]. The catalyst is C(Cl)Cl. The product is [N:10]1([CH:19]([C:1]2[CH:6]=[CH:5][CH:4]=[CH:3][CH:2]=2)[C:20]([OH:22])=[O:21])[CH2:16][CH2:15][CH2:14][CH2:13][CH2:12][CH2:11]1. The yield is 0.622.